From a dataset of Forward reaction prediction with 1.9M reactions from USPTO patents (1976-2016). Predict the product of the given reaction. (1) Given the reactants CN(C(ON1N=NC2C=CC=NC1=2)=[N+](C)C)C.F[P-](F)(F)(F)(F)F.[C:25]([N:28]1[C:37]2[C:32](=[CH:33][C:34]([NH2:38])=[CH:35][CH:36]=2)[C:31]([C:40]2[CH:45]=[CH:44][CH:43]=[CH:42][CH:41]=2)([CH3:39])[CH2:30][C:29]1([CH3:47])[CH3:46])(=[O:27])[CH3:26].[C:48]([NH:51][C:52]1[CH:60]=[CH:59][C:58]([Br:61])=[CH:57][C:53]=1[C:54](O)=[O:55])(=[O:50])[CH3:49].C(N(CC)C(C)C)(C)C, predict the reaction product. The product is: [C:25]([N:28]1[C:37]2[C:32](=[CH:33][C:34]([NH:38][C:54](=[O:55])[C:53]3[CH:57]=[C:58]([Br:61])[CH:59]=[CH:60][C:52]=3[NH:51][C:48](=[O:50])[CH3:49])=[CH:35][CH:36]=2)[C:31]([C:40]2[CH:45]=[CH:44][CH:43]=[CH:42][CH:41]=2)([CH3:39])[CH2:30][C:29]1([CH3:47])[CH3:46])(=[O:27])[CH3:26]. (2) Given the reactants [O:1]1[CH:5]=[CH:4][CH:3]=[C:2]1[C:6]1[C:7]2[N:15]=[N:14][N:13]([CH2:16][C:17]3[CH:22]=[CH:21][CH:20]=[C:19]([O:23]C)[CH:18]=3)[C:8]=2[N:9]=[C:10]([NH2:12])[N:11]=1.B(Br)(Br)Br, predict the reaction product. The product is: [O:1]1[CH:5]=[CH:4][CH:3]=[C:2]1[C:6]1[C:7]2[N:15]=[N:14][N:13]([CH2:16][C:17]3[CH:22]=[CH:21][CH:20]=[C:19]([OH:23])[CH:18]=3)[C:8]=2[N:9]=[C:10]([NH2:12])[N:11]=1. (3) Given the reactants [CH3:1][S:2][C:3]1[CH:8]=[CH:7][C:6]([B:9]([OH:11])[OH:10])=[CH:5][CH:4]=1.C(=O)(O)[O-:13].[Na+], predict the reaction product. The product is: [CH3:1][S:2]([C:3]1[CH:4]=[CH:5][C:6]([B:9]([OH:11])[OH:10])=[CH:7][CH:8]=1)=[O:13]. (4) Given the reactants [CH:1]1([N:4]2[C:8]([C:9]([O:11][CH2:12][CH3:13])=[O:10])=[CH:7][C:6]([C:14]([F:17])([F:16])[F:15])=[N:5]2)[CH2:3][CH2:2]1.[Cl:18][C:19]1[CH:26]=[CH:25][C:22]([CH:23]=[O:24])=[CH:21][CH:20]=1, predict the reaction product. The product is: [Cl:18][C:19]1[CH:26]=[CH:25][C:22]([CH:23]([OH:24])[C:7]2[C:6]([C:14]([F:17])([F:16])[F:15])=[N:5][N:4]([CH:1]3[CH2:3][CH2:2]3)[C:8]=2[C:9]([O:11][CH2:12][CH3:13])=[O:10])=[CH:21][CH:20]=1. (5) Given the reactants [ClH:1].C(OC([N:9]1[C@@H:13]([CH3:14])[CH2:12][CH2:11][C@H:10]1[C:15]1[NH:16][C:17]([C:20]2[CH:25]=[CH:24][C:23]([C:26]3[CH:27]=[C:28]4[C:33](=[CH:34][CH:35]=3)[N:32]=[C:31]([C:36]3[NH:40][C:39]([C@@H:41]5[CH2:45][CH2:44][C@H:43]([CH3:46])[N:42]5C(OC(C)(C)C)=O)=[N:38][CH:37]=3)[CH:30]=[CH:29]4)=[CH:22][CH:21]=2)=[CH:18][N:19]=1)=O)(C)(C)C, predict the reaction product. The product is: [ClH:1].[CH3:46][C@@H:43]1[NH:42][C@H:41]([C:39]2[NH:40][C:36]([C:31]3[CH:30]=[CH:29][C:28]4[C:33](=[CH:34][CH:35]=[C:26]([C:23]5[CH:22]=[CH:21][C:20]([C:17]6[NH:16][C:15]([C@@H:10]7[CH2:11][CH2:12][C@H:13]([CH3:14])[NH:9]7)=[N:19][CH:18]=6)=[CH:25][CH:24]=5)[CH:27]=4)[N:32]=3)=[CH:37][N:38]=2)[CH2:45][CH2:44]1. (6) Given the reactants CON(C)[C:4]([C:6]1[N:7]=[CH:8][N:9]([C:11]2[CH:16]=[CH:15][CH:14]=[C:13]([C:17]3[C:18]([Cl:23])=[N:19][CH:20]=[CH:21][CH:22]=3)[CH:12]=2)[CH:10]=1)=[O:5].Br[C:26]1[N:31]=[CH:30][CH:29]=[CH:28][N:27]=1, predict the reaction product. The product is: [Cl:23][C:18]1[C:17]([C:13]2[CH:12]=[C:11]([N:9]3[CH:10]=[C:6]([C:4]([C:26]4[N:31]=[CH:30][CH:29]=[CH:28][N:27]=4)=[O:5])[N:7]=[CH:8]3)[CH:16]=[CH:15][CH:14]=2)=[CH:22][CH:21]=[CH:20][N:19]=1. (7) The product is: [C:1]1([S:7]([N:10]2[C:14]3=[N:15][CH:16]=[C:17]([CH2:19][CH:20]4[CH2:27][O:26][C:23]([CH3:25])([CH3:24])[O:22]4)[CH:18]=[C:13]3[CH:12]=[C:11]2[C:28]([C:53]2[CH:54]=[CH:55][C:50]([S:47]([CH3:46])(=[O:49])=[O:48])=[CH:51][CH:52]=2)=[CH:29][CH:30]2[CH2:34][CH2:33][CH2:32][CH2:31]2)(=[O:8])=[O:9])[CH:2]=[CH:3][CH:4]=[CH:5][CH:6]=1. Given the reactants [C:1]1([S:7]([N:10]2[C:14]3=[N:15][CH:16]=[C:17]([CH2:19][CH:20]([O:22][C:23]([O:26][CH3:27])([CH3:25])[CH3:24])C)[CH:18]=[C:13]3[CH:12]=[C:11]2[C:28](OS(C2C=CC(C)=CC=2)(=O)=O)=[CH:29][CH:30]2[CH2:34][CH2:33][CH2:32][CH2:31]2)(=[O:9])=[O:8])[CH:6]=[CH:5][CH:4]=[CH:3][CH:2]=1.[CH3:46][S:47]([C:50]1[CH:55]=[CH:54][C:53](B(O)O)=[CH:52][CH:51]=1)(=[O:49])=[O:48].C(=O)([O-])[O-].[Na+].[Na+], predict the reaction product.